This data is from Full USPTO retrosynthesis dataset with 1.9M reactions from patents (1976-2016). The task is: Predict the reactants needed to synthesize the given product. (1) Given the product [N:3]1([C:18]2[CH:17]=[C:12]([C:13]([O:15][CH3:16])=[O:14])[C:11](=[CH:10][CH:9]=2)[C:19]([O:21][CH3:22])=[O:20])[CH:7]=[CH:6][CH:5]=[N:4]1, predict the reactants needed to synthesize it. The reactants are: [H-].[Na+].[NH:3]1[CH:7]=[CH:6][CH:5]=[N:4]1.F[C:9]1[CH:10]=[C:11]([C:19]([O:21][CH3:22])=[O:20])[C:12](=[CH:17][CH:18]=1)[C:13]([O:15][CH3:16])=[O:14]. (2) Given the product [CH2:12]([C:11]1[NH:10][C:1](=[O:9])[C:2]2[C:3](=[CH:5][CH:6]=[CH:7][CH:8]=2)[N:4]=1)[CH2:13][CH2:14][CH3:15], predict the reactants needed to synthesize it. The reactants are: [C:1]([NH2:10])(=[O:9])[C:2]1[C:3](=[CH:5][CH:6]=[CH:7][CH:8]=1)[NH2:4].[CH:11](=O)[CH2:12][CH2:13][CH2:14][CH3:15].O. (3) Given the product [ClH:1].[Cl:1][C:2]1[CH:7]=[CH:6][C:5]([C@@H:8]2[O:14][CH2:13][CH2:12][NH:11][CH2:10][C@H:9]2[CH2:22][NH:23][C:24](=[O:28])[CH2:25][O:26][CH3:27])=[CH:4][C:3]=1[F:29], predict the reactants needed to synthesize it. The reactants are: [Cl:1][C:2]1[CH:7]=[CH:6][C:5]([C@@H:8]2[O:14][CH2:13][CH2:12][N:11](C(OC(C)(C)C)=O)[CH2:10][C@H:9]2[CH2:22][NH:23][C:24](=[O:28])[CH2:25][O:26][CH3:27])=[CH:4][C:3]=1[F:29].Cl.C(O)C. (4) Given the product [F:3][C:4]1[CH:5]=[CH:6][C:7]([C:28]2[C:33]([CH3:34])=[CH:32][C:31]([O:35][CH2:36][CH2:37][C:38]([OH:41])([CH3:39])[CH3:40])=[CH:30][C:29]=2[CH3:42])=[C:8]2[C:12]=1[C@H:11]([O:13][C:14]1[CH:27]=[CH:26][C:17]3[C@H:18]([CH2:21][C:22]([OH:24])=[O:23])[CH2:19][O:20][C:16]=3[CH:15]=1)[CH2:10][CH2:9]2, predict the reactants needed to synthesize it. The reactants are: [OH-].[Na+].[F:3][C:4]1[CH:5]=[CH:6][C:7]([C:28]2[C:33]([CH3:34])=[CH:32][C:31]([O:35][CH2:36][CH2:37][C:38]([OH:41])([CH3:40])[CH3:39])=[CH:30][C:29]=2[CH3:42])=[C:8]2[C:12]=1[C@H:11]([O:13][C:14]1[CH:27]=[CH:26][C:17]3[C@H:18]([CH2:21][C:22]([O:24]C)=[O:23])[CH2:19][O:20][C:16]=3[CH:15]=1)[CH2:10][CH2:9]2. (5) Given the product [Br:1][C:2]1[CH:7]=[CH:6][C:5]([NH:8][C:9]([C:11]2[CH:20]=[CH:19][C:18]3[C:13](=[CH:14][CH:15]=[C:16]([CH2:21][N:25]([CH3:26])[CH3:23])[CH:17]=3)[CH:12]=2)=[O:10])=[CH:4][CH:3]=1, predict the reactants needed to synthesize it. The reactants are: [Br:1][C:2]1[CH:7]=[CH:6][C:5]([NH:8][C:9]([C:11]2[CH:20]=[CH:19][C:18]3[C:13](=[CH:14][CH:15]=[C:16]([CH2:21]O)[CH:17]=3)[CH:12]=2)=[O:10])=[CH:4][CH:3]=1.[CH2:23]([N:25](CC)[CH2:26]C)C.CS(Cl)(=O)=O.Cl.CNC.C(=O)([O-])[O-].[K+].[K+].